From a dataset of Reaction yield outcomes from USPTO patents with 853,638 reactions. Predict the reaction yield, written as a fraction of the theoretical maximum amount of product (1.0 means a 100% yield; for example, 0.34 means a 34% yield). The reactants are S([C:2]1[CH:7]=[C:6]([C:8]2[N:9]([C:13]([F:16])([F:15])[F:14])[N:10]=[N:11][CH:12]=2)[C:5]([F:17])=[CH:4][C:3]=1[Cl:18])[C:2]1[CH:7]=[C:6]([C:8]2[N:9]([C:13]([F:16])([F:15])[F:14])[N:10]=[N:11][CH:12]=2)[C:5]([F:17])=[CH:4][C:3]=1[Cl:18].[CH2:36]([S:38]([O-])=O)O.[Na+].C(=O)([O-])[O-].[K+].[K+].[F:48][C:49]([F:53])([F:52])[CH2:50]I. No catalyst specified. The product is [Cl:18][C:3]1[CH:4]=[C:5]([F:17])[C:6]([C:8]2[N:9]([C:13]([F:14])([F:16])[F:15])[N:10]=[N:11][CH:12]=2)=[CH:7][C:2]=1[CH:50]([S:38][CH:36]([C:2]1[CH:7]=[C:6]([C:8]2[N:9]([C:13]([F:16])([F:14])[F:15])[N:10]=[N:11][CH:12]=2)[C:5]([F:17])=[CH:4][C:3]=1[Cl:18])[C:13]([F:14])([F:16])[F:15])[C:49]([F:53])([F:52])[F:48]. The yield is 0.478.